This data is from NCI-60 drug combinations with 297,098 pairs across 59 cell lines. The task is: Regression. Given two drug SMILES strings and cell line genomic features, predict the synergy score measuring deviation from expected non-interaction effect. (1) Drug 1: C1CCN(CC1)CCOC2=CC=C(C=C2)C(=O)C3=C(SC4=C3C=CC(=C4)O)C5=CC=C(C=C5)O. Drug 2: CN(C)C1=NC(=NC(=N1)N(C)C)N(C)C. Cell line: COLO 205. Synergy scores: CSS=-3.74, Synergy_ZIP=3.94, Synergy_Bliss=5.59, Synergy_Loewe=-1.77, Synergy_HSA=-1.98. (2) Drug 1: CCC1(CC2CC(C3=C(CCN(C2)C1)C4=CC=CC=C4N3)(C5=C(C=C6C(=C5)C78CCN9C7C(C=CC9)(C(C(C8N6C)(C(=O)OC)O)OC(=O)C)CC)OC)C(=O)OC)O.OS(=O)(=O)O. Drug 2: C1=NNC2=C1C(=O)NC=N2. Cell line: MCF7. Synergy scores: CSS=5.19, Synergy_ZIP=-4.12, Synergy_Bliss=-4.02, Synergy_Loewe=-11.6, Synergy_HSA=-3.17. (3) Drug 1: CC1OCC2C(O1)C(C(C(O2)OC3C4COC(=O)C4C(C5=CC6=C(C=C35)OCO6)C7=CC(=C(C(=C7)OC)O)OC)O)O. Drug 2: C1CC(C1)(C(=O)O)C(=O)O.[NH2-].[NH2-].[Pt+2]. Cell line: CAKI-1. Synergy scores: CSS=55.2, Synergy_ZIP=-5.90, Synergy_Bliss=-3.95, Synergy_Loewe=0.0256, Synergy_HSA=2.87. (4) Drug 1: C1=NC2=C(N1)C(=S)N=C(N2)N. Drug 2: CCC1(CC2CC(C3=C(CCN(C2)C1)C4=CC=CC=C4N3)(C5=C(C=C6C(=C5)C78CCN9C7C(C=CC9)(C(C(C8N6C=O)(C(=O)OC)O)OC(=O)C)CC)OC)C(=O)OC)O.OS(=O)(=O)O. Cell line: CAKI-1. Synergy scores: CSS=41.4, Synergy_ZIP=-3.34, Synergy_Bliss=-4.63, Synergy_Loewe=-1.81, Synergy_HSA=-2.55. (5) Synergy scores: CSS=60.4, Synergy_ZIP=-5.61, Synergy_Bliss=-8.79, Synergy_Loewe=-6.24, Synergy_HSA=-3.34. Drug 1: CC1OCC2C(O1)C(C(C(O2)OC3C4COC(=O)C4C(C5=CC6=C(C=C35)OCO6)C7=CC(=C(C(=C7)OC)O)OC)O)O. Cell line: LOX IMVI. Drug 2: C1=NC2=C(N1)C(=S)N=C(N2)N. (6) Drug 1: CCC(=C(C1=CC=CC=C1)C2=CC=C(C=C2)OCCN(C)C)C3=CC=CC=C3.C(C(=O)O)C(CC(=O)O)(C(=O)O)O. Drug 2: CC(C)NC(=O)C1=CC=C(C=C1)CNNC.Cl. Cell line: HOP-62. Synergy scores: CSS=-3.35, Synergy_ZIP=0.498, Synergy_Bliss=-2.79, Synergy_Loewe=-2.19, Synergy_HSA=-4.32. (7) Drug 1: CC1=C(C=C(C=C1)NC2=NC=CC(=N2)N(C)C3=CC4=NN(C(=C4C=C3)C)C)S(=O)(=O)N.Cl. Drug 2: COC1=C2C(=CC3=C1OC=C3)C=CC(=O)O2. Cell line: K-562. Synergy scores: CSS=18.7, Synergy_ZIP=1.25, Synergy_Bliss=1.85, Synergy_Loewe=-1.48, Synergy_HSA=1.23. (8) Drug 1: CCC1=CC2CC(C3=C(CN(C2)C1)C4=CC=CC=C4N3)(C5=C(C=C6C(=C5)C78CCN9C7C(C=CC9)(C(C(C8N6C)(C(=O)OC)O)OC(=O)C)CC)OC)C(=O)OC.C(C(C(=O)O)O)(C(=O)O)O. Drug 2: CCCCC(=O)OCC(=O)C1(CC(C2=C(C1)C(=C3C(=C2O)C(=O)C4=C(C3=O)C=CC=C4OC)O)OC5CC(C(C(O5)C)O)NC(=O)C(F)(F)F)O. Cell line: OVCAR-5. Synergy scores: CSS=40.8, Synergy_ZIP=-0.262, Synergy_Bliss=-0.0421, Synergy_Loewe=-3.39, Synergy_HSA=0.0905. (9) Drug 1: C1CN1C2=NC(=NC(=N2)N3CC3)N4CC4. Drug 2: C1CN(CCN1C(=O)CCBr)C(=O)CCBr. Cell line: 786-0. Synergy scores: CSS=22.6, Synergy_ZIP=-5.17, Synergy_Bliss=-1.35, Synergy_Loewe=-15.0, Synergy_HSA=-0.485.